Dataset: Catalyst prediction with 721,799 reactions and 888 catalyst types from USPTO. Task: Predict which catalyst facilitates the given reaction. (1) Reactant: O.[OH-].[Na+].C([O:6][C:7]([C:9]1[CH:10]=[N:11][N:12]([C:15]2[C:20]([Cl:21])=[CH:19][C:18]([Br:22])=[CH:17][N:16]=2)[C:13]=1[CH3:14])=[O:8])C.Cl. Product: [Br:22][C:18]1[CH:19]=[C:20]([Cl:21])[C:15]([N:12]2[C:13]([CH3:14])=[C:9]([C:7]([OH:8])=[O:6])[CH:10]=[N:11]2)=[N:16][CH:17]=1. The catalyst class is: 8. (2) Reactant: [CH3:1][O:2][C:3]1[CH:8]=[CH:7][CH:6]=[CH:5][C:4]=1[CH2:9][CH2:10][CH2:11][CH2:12][C:13]([O:15]CC)=[O:14].[OH-].[Na+]. Product: [CH3:1][O:2][C:3]1[CH:8]=[CH:7][CH:6]=[CH:5][C:4]=1[CH2:9][CH2:10][CH2:11][CH2:12][C:13]([OH:15])=[O:14]. The catalyst class is: 8.